Dataset: Forward reaction prediction with 1.9M reactions from USPTO patents (1976-2016). Task: Predict the product of the given reaction. (1) Given the reactants [Cl-].[Al+3].[Cl-].[Cl-].[NH2:5][N:6]1[CH2:11][CH2:10][CH2:9][CH2:8][CH2:7]1.C([O:14][C:15]([C:17]1[C:21]([CH2:22][OH:23])=[C:20]([C:24]2[CH:29]=[CH:28][C:27]([O:30][CH3:31])=[CH:26][CH:25]=2)[N:19]([C:32]2[CH:37]=[CH:36][C:35]([Cl:38])=[CH:34][C:33]=2[Cl:39])[N:18]=1)=O)C.O, predict the reaction product. The product is: [N:6]1([NH:5][C:15]([C:17]2[C:21]([CH2:22][OH:23])=[C:20]([C:24]3[CH:29]=[CH:28][C:27]([O:30][CH3:31])=[CH:26][CH:25]=3)[N:19]([C:32]3[CH:37]=[CH:36][C:35]([Cl:38])=[CH:34][C:33]=3[Cl:39])[N:18]=2)=[O:14])[CH2:11][CH2:10][CH2:9][CH2:8][CH2:7]1. (2) Given the reactants C1(C)C=C[C:4]([S:7](O)(=O)=O)=CC=1.[NH2:12][C@H:13]1[CH2:22][CH2:21][C:16]2([O:20][CH2:19][CH2:18][O:17]2)[CH2:15][C@H:14]1[C:23]([O:25][CH2:26][CH3:27])=[O:24].[OH2:28].ON1[C:34]2[CH:35]=[CH:36][CH:37]=[CH:38][C:33]=2N=N1.[C:39](#[N:41])[CH3:40].C(N([CH2:47][CH3:48])CC)C.[C:49]([O:52][CH2:53]C)(=[O:51])C, predict the reaction product. The product is: [CH2:53]([O:52][C:49]([NH:41][C@@H:39]([CH2:48][CH2:47][S:7][CH3:4])[C:40]([NH:12][C@H:13]1[CH2:22][CH2:21][C:16]2([O:20][CH2:19][CH2:18][O:17]2)[CH2:15][C@H:14]1[C:23]([O:25][CH2:26][CH3:27])=[O:24])=[O:28])=[O:51])[C:33]1[CH:38]=[CH:37][CH:36]=[CH:35][CH:34]=1. (3) Given the reactants [CH2:1]([O:3][C:4](=[O:10])[CH2:5][C:6](=O)[CH2:7]Cl)[CH3:2].[NH2:11][C:12]1[CH:17]=[CH:16][C:15]([Br:18])=[CH:14][N:13]=1, predict the reaction product. The product is: [CH2:1]([O:3][C:4](=[O:10])[CH2:5][C:6]1[N:11]=[C:12]2[CH:17]=[CH:16][C:15]([Br:18])=[CH:14][N:13]2[CH:7]=1)[CH3:2]. (4) Given the reactants [C:1]([C:5]1[CH:6]=[CH:7][C:8]2[O:12][C:11]([CH2:13][CH2:14][N:15]3C(=O)C4C(=CC=CC=4)C3=O)=[N:10][C:9]=2[CH:26]=1)([CH3:4])([CH3:3])[CH3:2].O.NN, predict the reaction product. The product is: [C:1]([C:5]1[CH:6]=[CH:7][C:8]2[O:12][C:11]([CH2:13][CH2:14][NH2:15])=[N:10][C:9]=2[CH:26]=1)([CH3:4])([CH3:2])[CH3:3]. (5) Given the reactants Br[CH2:2][C:3]([C:5]1[CH:15]=[CH:14][CH:13]=[CH:12][C:6]=1[C:7]([O:9][CH2:10][CH3:11])=[O:8])=O.[NH2:16][C:17]([NH2:19])=[S:18].C([O-])(O)=O.[Na+], predict the reaction product. The product is: [NH2:19][C:17]1[S:18][CH:2]=[C:3]([C:5]2[CH:15]=[CH:14][CH:13]=[CH:12][C:6]=2[C:7]([O:9][CH2:10][CH3:11])=[O:8])[N:16]=1. (6) The product is: [CH3:16][N:14]1[CH:15]=[C:11]([C:4]2[N:3]=[C:2]([C:25]3[CH:26]=[N:27][NH:28][CH:29]=3)[N:7]3[CH:8]=[CH:9][N:10]=[C:6]3[CH:5]=2)[CH:12]=[N:13]1. Given the reactants Cl[C:2]1[N:7]2[CH:8]=[CH:9][N:10]=[C:6]2[CH:5]=[C:4]([C:11]2[CH:12]=[N:13][N:14]([CH3:16])[CH:15]=2)[N:3]=1.CC1(C)C(C)(C)OB([C:25]2[CH:26]=[N:27][NH:28][CH:29]=2)O1.C([O-])([O-])=O.[K+].[K+], predict the reaction product. (7) Given the reactants Cl.[Br:2][C:3]1[CH:25]=[C:24]2[C:6]([CH2:7][C:8]3([C:17]42N=C(N)C(C)=[N:18]4)[CH2:13][CH2:12][CH:11]([CH:14]([F:16])[F:15])[CH2:10][CH2:9]3)=[CH:5][CH:4]=1, predict the reaction product. The product is: [Br:2][C:3]1[CH:25]=[C:24]2[C:6]([CH2:7][C:8]3([CH2:13][CH2:12][CH:11]([CH:14]([F:15])[F:16])[CH2:10][CH2:9]3)[C:17]2=[NH:18])=[CH:5][CH:4]=1. (8) The product is: [F:18][C:16]([F:17])([F:19])[C:14]1[CH:15]=[C:10]([C:9]2[C:5]([C:3]([OH:4])=[O:2])=[CH:6][N:7]([CH2:24][C:25]([OH:27])=[O:26])[CH:8]=2)[CH:11]=[C:12]([C:20]([F:21])([F:23])[F:22])[CH:13]=1. Given the reactants C[O:2][C:3]([C:5]1[C:9]([C:10]2[CH:15]=[C:14]([C:16]([F:19])([F:18])[F:17])[CH:13]=[C:12]([C:20]([F:23])([F:22])[F:21])[CH:11]=2)=[CH:8][N:7]([CH2:24][C:25]([OH:27])=[O:26])[CH:6]=1)=[O:4].[OH-].[Na+].Cl, predict the reaction product. (9) Given the reactants [CH2:1]([O:3][C:4]([N:6]1[C:15]2[C:10](=[N:11][C:12]([O:16][CH3:17])=[CH:13][CH:14]=2)[C@@H:9]([NH:18][C:19]2[N:24]=[C:23]([CH2:25][C:26]3[CH:31]=[C:30]([C:32]([F:35])([F:34])[F:33])[CH:29]=[C:28]([C:36]([F:39])([F:38])[F:37])[CH:27]=3)[C:22]([CH2:40][OH:41])=[CH:21][N:20]=2)[CH2:8][C@H:7]1[CH2:42][CH3:43])=[O:5])[CH3:2].[H-].[Na+].Br[CH2:47][CH2:48][O:49][CH:50]1[CH2:55][CH2:54][CH2:53][CH2:52][O:51]1.C(=O)([O-])O.[Na+], predict the reaction product. The product is: [CH2:1]([O:3][C:4]([N:6]1[C:15]2[C:10](=[N:11][C:12]([O:16][CH3:17])=[CH:13][CH:14]=2)[C@@H:9]([NH:18][C:19]2[N:24]=[C:23]([CH2:25][C:26]3[CH:27]=[C:28]([C:36]([F:37])([F:38])[F:39])[CH:29]=[C:30]([C:32]([F:35])([F:33])[F:34])[CH:31]=3)[C:22]([CH2:40][O:41][CH2:47][CH2:48][O:49][CH:50]3[CH2:55][CH2:54][CH2:53][CH2:52][O:51]3)=[CH:21][N:20]=2)[CH2:8][C@H:7]1[CH2:42][CH3:43])=[O:5])[CH3:2].